From a dataset of Retrosynthesis with 50K atom-mapped reactions and 10 reaction types from USPTO. Predict the reactants needed to synthesize the given product. Given the product O=C1CCCCc2cc(N3C[C@H](COc4ccon4)OC3=O)ccc21, predict the reactants needed to synthesize it. The reactants are: O=C1CCCCc2cc(N3C[C@H](CO)OC3=O)ccc21.Oc1ccon1.